From a dataset of Forward reaction prediction with 1.9M reactions from USPTO patents (1976-2016). Predict the product of the given reaction. Given the reactants FC(F)(F)C(O)=O.[CH2:8]([O:15][C:16]1[CH:17]=[C:18]([C:24]2[O:25][CH:26]=[C:27]([CH2:29][CH2:30][C:31]([C:33]3[CH:38]=[CH:37][CH:36]=[CH:35][C:34]=3[O:39]COC)=[O:32])[N:28]=2)[CH:19]=[CH:20][C:21]=1[O:22][CH3:23])[C:9]1[CH:14]=[CH:13][CH:12]=[CH:11][CH:10]=1.C(=O)(O)[O-].[Na+], predict the reaction product. The product is: [CH2:8]([O:15][C:16]1[CH:17]=[C:18]([C:24]2[O:25][CH:26]=[C:27]([CH2:29][CH2:30][C:31]([C:33]3[CH:38]=[CH:37][CH:36]=[CH:35][C:34]=3[OH:39])=[O:32])[N:28]=2)[CH:19]=[CH:20][C:21]=1[O:22][CH3:23])[C:9]1[CH:14]=[CH:13][CH:12]=[CH:11][CH:10]=1.